Dataset: Catalyst prediction with 721,799 reactions and 888 catalyst types from USPTO. Task: Predict which catalyst facilitates the given reaction. (1) Reactant: [CH3:1][C:2]1([CH3:31])[O:6][C@H:5]2[C@H:7]([NH:11][C:12]([C:25]3[CH:30]=[CH:29][CH:28]=[CH:27][CH:26]=3)([C:19]3[CH:24]=[CH:23][CH:22]=[CH:21][CH:20]=3)[C:13]3[CH:18]=[CH:17][CH:16]=[CH:15][CH:14]=3)[CH2:8][C@H:9]([OH:10])[C@H:4]2[O:3]1.[H-].[Na+].CC1C=CC(S(O[CH2:45][CH2:46][O:47][CH2:48][C:49]2[CH:54]=[CH:53][CH:52]=[CH:51][CH:50]=2)(=O)=O)=CC=1. Product: [CH2:48]([O:47][CH2:46][CH2:45][O:10][C@@H:9]1[C@H:4]2[O:3][C:2]([CH3:31])([CH3:1])[O:6][C@H:5]2[C@H:7]([NH:11][C:12]([C:13]2[CH:18]=[CH:17][CH:16]=[CH:15][CH:14]=2)([C:25]2[CH:30]=[CH:29][CH:28]=[CH:27][CH:26]=2)[C:19]2[CH:20]=[CH:21][CH:22]=[CH:23][CH:24]=2)[CH2:8]1)[C:49]1[CH:54]=[CH:53][CH:52]=[CH:51][CH:50]=1. The catalyst class is: 3. (2) Reactant: [S:1]1[CH:5]=[CH:4][CH:3]=[C:2]1[S:6]([N:9]1[CH2:14][CH2:13][N:12]([C:15]2[CH:20]=[CH:19][C:18]([C:21]([OH:27])([CH3:26])[C:22]([F:25])([F:24])[F:23])=[CH:17][CH:16]=2)[C@@H:11]([CH2:28][N:29]2[CH:34]3[CH2:35][C:36](=[O:38])[CH2:37][CH:30]2[CH2:31][O:32][CH2:33]3)[CH2:10]1)(=[O:8])=[O:7].C1COCC1.[BH4-].[Na+]. Product: [S:1]1[CH:5]=[CH:4][CH:3]=[C:2]1[S:6]([N:9]1[CH2:14][CH2:13][N:12]([C:15]2[CH:20]=[CH:19][C:18]([C:21]([OH:27])([CH3:26])[C:22]([F:25])([F:24])[F:23])=[CH:17][CH:16]=2)[C@@H:11]([CH2:28][N:29]2[CH:30]3[CH2:37][CH:36]([OH:38])[CH2:35][CH:34]2[CH2:33][O:32][CH2:31]3)[CH2:10]1)(=[O:7])=[O:8]. The catalyst class is: 5. (3) Reactant: [F:1][C:2]([F:21])([F:20])[C:3]1[CH:4]=[C:5]([C:9]2(O)[CH2:18][CH2:17][C:12]3([O:16][CH2:15][CH2:14][O:13]3)[CH2:11][CH2:10]2)[CH:6]=[CH:7][CH:8]=1.CCN(CC)CC.CS(Cl)(=O)=O. Product: [F:21][C:2]([F:1])([F:20])[C:3]1[CH:4]=[C:5]([C:9]2[CH2:18][CH2:17][C:12]3([O:13][CH2:14][CH2:15][O:16]3)[CH2:11][CH:10]=2)[CH:6]=[CH:7][CH:8]=1. The catalyst class is: 2. (4) The catalyst class is: 8. Product: [CH2:16]([O:15][C:11]([C:1]1[S:2][C:3]([S:4][CH3:5])=[C:6]([C:9]#[N:10])[C:7]=1[NH2:8])=[O:14])[CH3:17]. Reactant: [CH3:1][S:2][C:3](=[C:6]([C:9]#[N:10])[C:7]#[N:8])[S:4][CH3:5].[C:11]([O:15][CH2:16][CH3:17])(=[O:14])CS.C(N(CC)CC)C.